Task: Predict the reactants needed to synthesize the given product.. Dataset: Full USPTO retrosynthesis dataset with 1.9M reactions from patents (1976-2016) Given the product [Cl:27][C:16]1[N:17]=[C:18]([N:21]2[CH2:22][CH2:23][O:24][CH2:25][CH2:26]2)[C:19]2[N:20]=[C:12]([CH2:11][N:8]3[CH2:7][CH2:6][CH:5]([N:1]([CH3:4])[CH3:2])[CH2:10][CH2:9]3)[S:13][C:14]=2[N:15]=1, predict the reactants needed to synthesize it. The reactants are: [N:1]1([CH:5]2[CH2:10][CH2:9][N:8]([CH2:11][C:12]3[S:13][C:14]4[N:15]=[C:16]([Cl:27])[N:17]=[C:18]([N:21]5[CH2:26][CH2:25][O:24][CH2:23][CH2:22]5)[C:19]=4[N:20]=3)[CH2:7][CH2:6]2)[CH2:4]C[CH2:2]1.CN(C)C1CCNCC1.